From a dataset of Full USPTO retrosynthesis dataset with 1.9M reactions from patents (1976-2016). Predict the reactants needed to synthesize the given product. Given the product [Cl:1][C:2]1[CH:7]=[CH:6][C:5]([C:8]2[CH2:13][CH2:12][N:11]([C:14]([O:16][C:17]([CH3:20])([CH3:19])[CH3:18])=[O:15])[CH2:10][CH:9]=2)=[CH:4][CH:3]=1, predict the reactants needed to synthesize it. The reactants are: [Cl:1][C:2]1[CH:7]=[CH:6][C:5]([C:8]2(O)[CH2:13][CH2:12][N:11]([C:14]([O:16][C:17]([CH3:20])([CH3:19])[CH3:18])=[O:15])[CH2:10][CH2:9]2)=[CH:4][CH:3]=1.P(Cl)(Cl)(Cl)=O.